Dataset: Full USPTO retrosynthesis dataset with 1.9M reactions from patents (1976-2016). Task: Predict the reactants needed to synthesize the given product. (1) The reactants are: C(=O)([O-])[O-].[K+].[K+].Br[CH2:8][C:9]1[CH:10]=[C:11]([CH:16]=[CH:17][CH:18]=1)[C:12]([O:14]C)=O.[I:19][C:20]1[CH:25]=[CH:24][C:23]([OH:26])=[CH:22][CH:21]=1.[OH-].[Na+].[NH:29]1[CH2:36][CH2:35][CH2:34][C@H:30]1[C:31]([OH:33])=[O:32]. Given the product [I:19][C:20]1[CH:25]=[CH:24][C:23]([O:26][CH2:8][C:9]2[CH:10]=[C:11]([CH:16]=[CH:17][CH:18]=2)[C:12]([N:29]2[CH2:36][CH2:35][CH2:34][C@H:30]2[C:31]([OH:33])=[O:32])=[O:14])=[CH:22][CH:21]=1, predict the reactants needed to synthesize it. (2) Given the product [Br:20][C:5]1[C:6]([NH:9][C@@H:10]2[C@@H:15]3[CH2:16][C@@H:12]([CH:13]=[CH:14]3)[C@@H:11]2[C:17]([NH2:19])=[O:18])=[C:7]2[N:8]=[C:26]([C:25]3[CH:28]=[CH:29][CH:30]=[C:23]([C:21]#[N:22])[CH:24]=3)[NH:1][C:2]2=[N:3][CH:4]=1, predict the reactants needed to synthesize it. The reactants are: [NH2:1][C:2]1[C:7]([NH2:8])=[C:6]([NH:9][C@@H:10]2[C@@H:15]3[CH2:16][C@@H:12]([CH:13]=[CH:14]3)[C@@H:11]2[C:17]([NH2:19])=[O:18])[C:5]([Br:20])=[CH:4][N:3]=1.[C:21]([C:23]1[CH:24]=[C:25]([CH:28]=[CH:29][CH:30]=1)[CH:26]=O)#[N:22].C([O-])(=O)C.[NH4+]. (3) Given the product [CH:1]1([NH:4][C:5]2[CH:10]=[CH:9][C:8]([C:13]#[CH:18])=[CH:7][N:6]=2)[CH2:3][CH2:2]1.[CH:36]1([NH:37][C:38]2[CH:43]=[CH:42][C:41]([I:44])=[CH:40][N:39]=2)[CH2:33][CH2:35]1, predict the reactants needed to synthesize it. The reactants are: [CH:1]1([NH:4][C:5]2[CH:10]=[CH:9][C:8](I)=[CH:7][N:6]=2)[CH2:3][CH2:2]1.Cl[C:13]1[CH:18]=CC(C#C)=CN=1.ClC1C=CC(I)=CN=1.C1(N)CC1.[CH:33]1([CH2:36][NH:37][C:38]2[CH:43]=[CH:42][C:41]([I:44])=[CH:40][N:39]=2)[CH2:35]C1. (4) The reactants are: [CH2:1]([C:3]1[CH:4]=[C:5]2[C:9](=[CH:10][C:11]=1[CH2:12][CH3:13])[CH2:8][CH:7]([NH:14][CH2:15][C@@H:16]([C:18]1[CH:19]=CC(O)=[C:22]([NH:24][CH:25]=O)[CH:23]=1)[OH:17])[CH2:6]2)[CH3:2].[BH4-].[Na+].C(O[C:34](=O)[CH3:35])(=O)C.O1[CH2:42][CH2:41][O:40][CH2:39][CH2:38]1. Given the product [CH2:1]([N:14]([CH:7]1[CH2:8][C:9]2[C:5](=[CH:4][C:3]([CH2:1][CH3:2])=[C:11]([CH2:12][CH3:13])[CH:10]=2)[CH2:6]1)[CH2:15][C@@H:16]([C:18]1[CH:19]=[CH:42][C:41]([O:40][CH2:39][C:38]2[CH:35]=[CH:34][CH:8]=[CH:7][CH:6]=2)=[C:22]([NH:24][CH3:25])[CH:23]=1)[OH:17])[C:3]1[CH:4]=[CH:5][CH:9]=[CH:10][CH:11]=1, predict the reactants needed to synthesize it. (5) Given the product [CH2:29]([N:36]1[CH2:41][CH2:40][C@@H:39]([CH3:42])[C@@H:38]([N:43]([CH3:44])[C:71](=[O:72])[O:73][C:74]([CH3:75])([CH3:76])[CH3:77])[CH2:37]1)[C:30]1[CH:31]=[CH:32][CH:33]=[CH:34][CH:35]=1, predict the reactants needed to synthesize it. The reactants are: C1(C)C=CC(C([C@@](C(O)=O)(O)[C@@](C(C2C=CC(C)=CC=2)=O)(O)C(O)=O)=O)=CC=1.[CH2:29]([N:36]1[CH2:41][CH2:40][C@@H:39]([CH3:42])[C@@H:38]([NH:43][CH3:44])[CH2:37]1)[C:30]1[CH:35]=[CH:34][CH:33]=[CH:32][CH:31]=1.[CH2:29]([N:36]1[CH2:41][CH2:40][C@@H:39]([CH3:42])[C@@H:38]([NH:43][CH3:44])[CH2:37]1)[C:30]1[CH:31]=[CH:32][CH:33]=[CH:34][CH:35]=1.[OH-].[Na+].[CH3:75][C:74]([O:73][C:71](O[C:71]([O:73][C:74]([CH3:77])([CH3:76])[CH3:75])=[O:72])=[O:72])([CH3:77])[CH3:76]. (6) Given the product [NH2:13][CH2:12][CH2:11][NH:14][CH:8]([C:4]1[CH:3]=[C:2]([OH:1])[CH:7]=[CH:6][CH:5]=1)[CH3:9], predict the reactants needed to synthesize it. The reactants are: [OH:1][C:2]1[CH:3]=[C:4]([C:8](=O)[CH3:9])[CH:5]=[CH:6][CH:7]=1.[CH2:11]([NH2:14])[CH2:12][NH2:13].[BH4-].[Na+].Cl. (7) The reactants are: [F:1][C:2]([F:17])([F:16])[CH2:3][O:4][C:5]1[C:9]([O:10][CH2:11][C:12]([F:15])([F:14])[F:13])=[CH:8][S:7][CH:6]=1.[CH3:18][O:19][C:20](C1SC([C:20]([O:19][CH3:18])=[O:21])=C(O)C=1O)=[O:21].S1C=CC=C1.FC(F)(F)CO.C1C=CC(P(C2C=CC=CC=2)C2C=CC=CC=2)=CC=1.C[CH2:64][O:65][C:66](/N=N/[C:66]([O:65][CH2:64]C)=[O:67])=[O:67]. Given the product [CH3:18][O:19][C:20]([C:6]1[S:7][C:8]([C:66]([O:65][CH3:64])=[O:67])=[C:9]([O:10][CH2:11][C:12]([F:15])([F:14])[F:13])[C:5]=1[O:4][CH2:3][C:2]([F:1])([F:16])[F:17])=[O:21], predict the reactants needed to synthesize it. (8) The reactants are: [Cl:1][C:2]1[CH:7]=[C:6](N2C3N=C(N4CCOCC4)N=C(C4C=NC(N(CC5C=CC(OC)=CC=5)CC5C=CC(OC)=CC=5)=NC=4)C=3CC2)[CH:5]=[CH:4][N:3]=1.[CH3:48][O:49][C:50]1[CH:106]=[CH:105][C:53]([CH2:54][N:55]([CH2:96][C:97]2[CH:102]=[CH:101][C:100]([O:103][CH3:104])=[CH:99][CH:98]=2)[C:56]2[N:61]=[CH:60][C:59]([C:62]3[C:63]4[CH2:76][CH2:75][N:74](C5C=CN=C([N:83]6[CH2:88][CH2:87][CH:86]([O:89][CH:90]7[CH2:95][CH2:94][CH2:93][CH2:92][O:91]7)[CH2:85][CH2:84]6)C=5)[C:64]=4[N:65]=[C:66]([N:68]4[CH2:73][CH2:72][O:71][CH2:70][CH2:69]4)[N:67]=3)=[CH:58][N:57]=2)=[CH:52][CH:51]=1. Given the product [Cl:1][C:2]1[N:3]=[CH:4][C:5]([N:74]2[C:64]3[N:65]=[C:66]([N:68]4[CH2:69][CH2:70][O:71][CH2:72][CH2:73]4)[N:67]=[C:62]([C:59]4[CH:58]=[N:57][C:56]([N:55]([CH2:54][C:53]5[CH:105]=[CH:106][C:50]([O:49][CH3:48])=[CH:51][CH:52]=5)[CH2:96][C:97]5[CH:102]=[CH:101][C:100]([O:103][CH3:104])=[CH:99][CH:98]=5)=[N:61][CH:60]=4)[C:63]=3[CH2:76][CH2:75]2)=[CH:6][CH:7]=1.[O:91]1[CH2:92][CH2:93][CH2:94][CH2:95][CH:90]1[O:89][CH:86]1[CH2:87][CH2:88][NH:83][CH2:84][CH2:85]1, predict the reactants needed to synthesize it. (9) Given the product [CH3:1][N:2]1[CH2:8][CH2:7][CH2:6][N:5]([C:9]2[C:10]([C:23]3[CH:28]=[CH:27][CH:26]=[CH:25][CH:24]=3)=[N:11][C:12]3[C:17]([N:18]=2)=[CH:16][C:15]([C:19]([OH:21])=[O:20])=[CH:14][CH:13]=3)[CH2:4][CH2:3]1, predict the reactants needed to synthesize it. The reactants are: [CH3:1][N:2]1[CH2:8][CH2:7][CH2:6][N:5]([C:9]2[C:10]([C:23]3[CH:28]=[CH:27][CH:26]=[CH:25][CH:24]=3)=[N:11][C:12]3[C:17]([N:18]=2)=[CH:16][C:15]([C:19]([O:21]C)=[O:20])=[CH:14][CH:13]=3)[CH2:4][CH2:3]1.[OH-].[Na+].Cl. (10) Given the product [ClH:47].[NH2:1][S:2]([C:5]1[CH:10]=[CH:9][C:8]([CH2:11][CH2:12][N:13]([CH2:24][C:25]2[CH:26]=[C:27]([C:31]3[CH:36]=[CH:35][CH:34]=[C:33]([C:37]([NH:39][CH2:40][CH2:41][N:42]4[CH2:46][CH2:45][CH2:44][CH2:43]4)=[O:38])[CH:32]=3)[CH:28]=[CH:29][CH:30]=2)[C:14](=[O:23])/[CH:15]=[CH:16]/[C:17]2[CH:18]=[CH:19][CH:20]=[CH:21][CH:22]=2)=[CH:7][CH:6]=1)(=[O:4])=[O:3], predict the reactants needed to synthesize it. The reactants are: [NH2:1][S:2]([C:5]1[CH:10]=[CH:9][C:8]([CH2:11][CH2:12][N:13]([CH2:24][C:25]2[CH:26]=[C:27]([C:31]3[CH:36]=[CH:35][CH:34]=[C:33]([C:37]([NH:39][CH2:40][CH2:41][N:42]4[CH2:46][CH2:45][CH2:44][CH2:43]4)=[O:38])[CH:32]=3)[CH:28]=[CH:29][CH:30]=2)[C:14](=[O:23])/[CH:15]=[CH:16]/[C:17]2[CH:22]=[CH:21][CH:20]=[CH:19][CH:18]=2)=[CH:7][CH:6]=1)(=[O:4])=[O:3].[ClH:47].